This data is from TCR-epitope binding with 47,182 pairs between 192 epitopes and 23,139 TCRs. The task is: Binary Classification. Given a T-cell receptor sequence (or CDR3 region) and an epitope sequence, predict whether binding occurs between them. (1) The TCR CDR3 sequence is CASSLGQGTSPLHF. The epitope is KTSVDCTMYI. Result: 1 (the TCR binds to the epitope). (2) The epitope is AIMTRCLAV. The TCR CDR3 sequence is CATMPDRNTGELFF. Result: 0 (the TCR does not bind to the epitope).